From a dataset of Cav3 T-type calcium channel HTS with 100,875 compounds. Binary Classification. Given a drug SMILES string, predict its activity (active/inactive) in a high-throughput screening assay against a specified biological target. (1) The compound is Clc1c(OCC(=O)Nc2c(SC)cccc2)cccc1. The result is 0 (inactive). (2) The molecule is Clc1ccc(CCNC(=O)c2c(noc2C)c2ccccc2)cc1. The result is 0 (inactive).